From a dataset of Full USPTO retrosynthesis dataset with 1.9M reactions from patents (1976-2016). Predict the reactants needed to synthesize the given product. (1) Given the product [N:19]1([CH2:18][C:15]2[CH:14]=[CH:13][C:12]([NH2:10])=[CH:17][CH:16]=2)[CH2:23][CH2:22][CH2:21][CH2:20]1, predict the reactants needed to synthesize it. The reactants are: ClC1C(F)=C(F)C=C2C=1[N:10]([C:12]1[CH:17]=[CH:16][C:15]([CH2:18][N:19]3[CH2:23][CH2:22][CH2:21][CH2:20]3)=[CH:14][CH:13]=1)C=C(C(OCC)=O)C2=O.N1(CC2N=CC(N)=CC=2)CCCC1. (2) Given the product [N:16]1([C:2]2[CH:7]=[CH:6][CH:5]=[C:4]([Br:8])[N:3]=2)[CH2:19][CH2:18][CH2:17]1, predict the reactants needed to synthesize it. The reactants are: Br[C:2]1[CH:7]=[CH:6][CH:5]=[C:4]([Br:8])[N:3]=1.C(=O)([O-])[O-].[K+].[K+].Cl.[NH:16]1[CH2:19][CH2:18][CH2:17]1.